From a dataset of Forward reaction prediction with 1.9M reactions from USPTO patents (1976-2016). Predict the product of the given reaction. Given the reactants [CH2:1]([NH:8][C:9]([C:11]1[CH:20]=[CH:19][C:18]2[C:13](=[C:14](Br)[CH:15]=[N:16][CH:17]=2)[N:12]=1)=[O:10])[C:2]1[CH:7]=[CH:6][CH:5]=[CH:4][CH:3]=1.[CH3:22][O:23][C:24]1[CH:25]=[C:26](B(O)O)[CH:27]=[CH:28][CH:29]=1.C(=O)([O-])[O-].[Cs+].[Cs+], predict the reaction product. The product is: [CH2:1]([NH:8][C:9]([C:11]1[CH:20]=[CH:19][C:18]2[C:13](=[C:14]([C:28]3[CH:27]=[CH:26][CH:25]=[C:24]([O:23][CH3:22])[CH:29]=3)[CH:15]=[N:16][CH:17]=2)[N:12]=1)=[O:10])[C:2]1[CH:7]=[CH:6][CH:5]=[CH:4][CH:3]=1.